This data is from Reaction yield outcomes from USPTO patents with 853,638 reactions. The task is: Predict the reaction yield, written as a fraction of the theoretical maximum amount of product (1.0 means a 100% yield; for example, 0.34 means a 34% yield). (1) The yield is 0.770. The product is [CH3:17][C@H:15]1[O:16][C@@H:11]([CH3:10])[CH2:12][N:13]([C:2]2[CH:9]=[CH:8][C:5]([CH:6]=[O:7])=[CH:4][CH:3]=2)[CH2:14]1. The catalyst is CN(C)C=O. The reactants are F[C:2]1[CH:9]=[CH:8][C:5]([CH:6]=[O:7])=[CH:4][CH:3]=1.[CH3:10][C@H:11]1[O:16][C@@H:15]([CH3:17])[CH2:14][NH:13][CH2:12]1.C(=O)([O-])[O-].[K+].[K+]. (2) The reactants are [Br:1][C:2]1[C:3]([O:11][CH3:12])=[C:4]([CH:7]=[C:8]([Br:10])[CH:9]=1)[CH2:5]O.Cl.[F:14][C:15]1[CH:20]=[CH:19][C:18]([CH:21]([C:29]2[CH:34]=[CH:33][C:32]([F:35])=[CH:31][CH:30]=2)[CH:22]2[C:27](=[O:28])[CH2:26][CH2:25][NH:24][CH2:23]2)=[CH:17][CH:16]=1.C(N(C(C)C)CC)(C)C.ClCCl. The catalyst is O. The product is [F:14][C:15]1[CH:20]=[CH:19][C:18]([CH:21]([C:29]2[CH:30]=[CH:31][C:32]([F:35])=[CH:33][CH:34]=2)[CH:22]2[C:27](=[O:28])[CH2:26][CH2:25][N:24]([CH2:5][C:4]3[CH:7]=[C:8]([Br:10])[CH:9]=[C:2]([Br:1])[C:3]=3[O:11][CH3:12])[CH2:23]2)=[CH:17][CH:16]=1. The yield is 0.540. (3) The reactants are [Cl:1][C:2]1[N:3]=[C:4]([NH:11][C:12]2[CH:16]=[C:15]([C:17]([OH:19])=O)[NH:14][N:13]=2)[C:5]2[O:10][CH:9]=[CH:8][C:6]=2[N:7]=1.CN(C(ON1N=NC2C=CC=NC1=2)=[N+](C)C)C.F[P-](F)(F)(F)(F)F.CCN(C(C)C)C(C)C.[N:53]1[CH:58]=[CH:57][C:56]([NH2:59])=[CH:55][CH:54]=1. The catalyst is CN(C=O)C.O. The product is [Cl:1][C:2]1[N:3]=[C:4]([NH:11][C:12]2[CH:16]=[C:15]([C:17]([NH:59][C:56]3[CH:57]=[CH:58][N:53]=[CH:54][CH:55]=3)=[O:19])[NH:14][N:13]=2)[C:5]2[O:10][CH:9]=[CH:8][C:6]=2[N:7]=1. The yield is 0.470. (4) The reactants are [NH:1]1[C:9]2[CH2:8][CH2:7][CH2:6][CH2:5][C:4]=2[CH:3]=[C:2]1[C:10]([O:12][CH2:13][CH3:14])=[O:11].[H-].[Na+].Br[CH2:18][C:19]#[N:20]. The catalyst is CN(C=O)C. The product is [C:19]([CH2:18][N:1]1[C:9]2[CH2:8][CH2:7][CH2:6][CH2:5][C:4]=2[CH:3]=[C:2]1[C:10]([O:12][CH2:13][CH3:14])=[O:11])#[N:20]. The yield is 0.550. (5) The reactants are [CH2:1]([N:8]([CH2:20][C:21]1[CH:26]=[CH:25][CH:24]=[C:23]([O:27][CH3:28])[CH:22]=1)[CH2:9][C:10]([C:12]1[CH:17]=[CH:16][C:15]([O:18][CH3:19])=[CH:14][CH:13]=1)=[O:11])[C:2]1[CH:7]=[CH:6][CH:5]=[CH:4][CH:3]=1.[BH4-].[Na+].O. The catalyst is CO. The product is [CH2:1]([N:8]([CH2:20][C:21]1[CH:26]=[CH:25][CH:24]=[C:23]([O:27][CH3:28])[CH:22]=1)[CH2:9][CH:10]([C:12]1[CH:17]=[CH:16][C:15]([O:18][CH3:19])=[CH:14][CH:13]=1)[OH:11])[C:2]1[CH:3]=[CH:4][CH:5]=[CH:6][CH:7]=1. The yield is 0.930. (6) The reactants are [Cl:1][C:2]1[CH:3]=[C:4]([CH:19]=[CH:20][C:21]=1[C:22]([F:25])([F:24])[F:23])[CH2:5][NH:6][C:7]([C:9]1[CH:14]=[CH:13][C:12]([S:15](Cl)(=[O:17])=[O:16])=[CH:11][CH:10]=1)=[O:8].[NH2:26][C:27]1[S:31][N:30]=[CH:29][N:28]=1. No catalyst specified. The product is [Cl:1][C:2]1[CH:3]=[C:4]([CH:19]=[CH:20][C:21]=1[C:22]([F:25])([F:24])[F:23])[CH2:5][NH:6][C:7](=[O:8])[C:9]1[CH:14]=[CH:13][C:12]([S:15]([NH:26][C:27]2[S:31][N:30]=[CH:29][N:28]=2)(=[O:17])=[O:16])=[CH:11][CH:10]=1. The yield is 0.160. (7) The yield is 0.227. The catalyst is O. The reactants are C(O)C.[CH2:4]([O:6][C:7](=[O:11])[CH2:8][C:9]#[N:10])[CH3:5].[OH-:12].[Na+].Cl.[NH2:15]O. The product is [CH2:4]([O:6][C:7](=[O:11])[CH2:8][C:9](=[NH:15])[NH:10][OH:12])[CH3:5].